This data is from Full USPTO retrosynthesis dataset with 1.9M reactions from patents (1976-2016). The task is: Predict the reactants needed to synthesize the given product. Given the product [Cl:32][C:11]1[C:12]([C:24]2[CH:29]=[CH:28][C:27]([O:30][CH3:31])=[CH:26][CH:25]=2)=[C:13]2[C:18]3[CH2:19][CH2:20][S@:21](=[O:23])[CH2:22][C:17]=3[S:16][C:14]2=[N:15][C:10]=1[CH2:9][N:8]1[C:1](=[O:7])[CH2:2][CH2:3][C:4]1=[O:6], predict the reactants needed to synthesize it. The reactants are: [C:1]1(=[O:7])[O:6][C:4](=O)[CH2:3][CH2:2]1.[NH2:8][CH2:9][C:10]1[N:15]=[C:14]2[S:16][C:17]3[CH2:22][S@@:21](=[O:23])[CH2:20][CH2:19][C:18]=3[C:13]2=[C:12]([C:24]2[CH:29]=[CH:28][C:27]([O:30][CH3:31])=[CH:26][CH:25]=2)[C:11]=1[Cl:32].C(N1C=CN=C1)(N1C=CN=C1)=O.O.